Dataset: Forward reaction prediction with 1.9M reactions from USPTO patents (1976-2016). Task: Predict the product of the given reaction. (1) Given the reactants [C:1]([CH:3]([C:9]1[CH:14]=[C:13]([O:15][CH3:16])[C:12]([O:17][CH3:18])=[CH:11][C:10]=1[N+:19]([O-])=O)[C:4]([O:6][CH2:7][CH3:8])=[O:5])#[N:2], predict the reaction product. The product is: [NH2:2][C:1]1[NH:19][C:10]2[C:9]([C:3]=1[C:4]([O:6][CH2:7][CH3:8])=[O:5])=[CH:14][C:13]([O:15][CH3:16])=[C:12]([O:17][CH3:18])[CH:11]=2. (2) Given the reactants [F:1][C:2]1[CH:7]=[CH:6][C:5]([C:8]2[O:9][C:10]3[CH:20]=[C:19]([N:21]([CH3:26])[S:22]([CH3:25])(=[O:24])=[O:23])[C:18](B4OC(C)(C)C(C)(C)O4)=[CH:17][C:11]=3[C:12]=2[C:13]([NH:15][CH3:16])=[O:14])=[CH:4][CH:3]=1.Br[C:37]1[S:41][C:40]([C:42]2[O:43][C:44]3[CH:50]=[CH:49][CH:48]=[C:47]([F:51])[C:45]=3[N:46]=2)=[CH:39][CH:38]=1.[O-]P([O-])([O-])=O.[K+].[K+].[K+], predict the reaction product. The product is: [F:51][C:47]1[C:45]2[N:46]=[C:42]([C:40]3[S:41][C:37]([C:18]4[C:19]([N:21]([CH3:26])[S:22]([CH3:25])(=[O:24])=[O:23])=[CH:20][C:10]5[O:9][C:8]([C:5]6[CH:6]=[CH:7][C:2]([F:1])=[CH:3][CH:4]=6)=[C:12]([C:13]([NH:15][CH3:16])=[O:14])[C:11]=5[CH:17]=4)=[CH:38][CH:39]=3)[O:43][C:44]=2[CH:50]=[CH:49][CH:48]=1. (3) Given the reactants CS(O[CH:6]1[CH2:11][CH2:10][N:9]([C:12]([O:14][C:15]([CH3:18])([CH3:17])[CH3:16])=[O:13])[CH2:8][CH2:7]1)(=O)=O.[NH:19]1[CH:23]=[N:22][CH:21]=[N:20]1.[H-].[Na+].S([O-])(=O)(=O)C, predict the reaction product. The product is: [N:19]1([CH:6]2[CH2:11][CH2:10][N:9]([C:12]([O:14][C:15]([CH3:18])([CH3:17])[CH3:16])=[O:13])[CH2:8][CH2:7]2)[CH:23]=[N:22][CH:21]=[N:20]1.